This data is from HIV replication inhibition screening data with 41,000+ compounds from the AIDS Antiviral Screen. The task is: Binary Classification. Given a drug SMILES string, predict its activity (active/inactive) in a high-throughput screening assay against a specified biological target. (1) The compound is NC(=O)C(=CNC(=S)NCc1ccccc1)C(N)=O. The result is 0 (inactive). (2) The molecule is COc1cc(C=C2SC(c3ccccc3)N(c3ccccc3)C2=O)cc(OC)c1OC. The result is 0 (inactive).